Dataset: Catalyst prediction with 721,799 reactions and 888 catalyst types from USPTO. Task: Predict which catalyst facilitates the given reaction. Reactant: [CH3:1][N:2]1[C:7](=[O:8])[C:6]([C:9]2[CH:18]=[CH:17][C:16]3[C:11](=[CH:12][CH:13]=[CH:14][CH:15]=3)[CH:10]=2)=[C:5]([C:19]2[CH:24]=[CH:23][N:22]=[CH:21][CH:20]=2)[N:4]=[C:3]1SC.C(Cl)Cl.C[OH:31].Cl. Product: [OH:31][C:3]1[N:2]([CH3:1])[C:7](=[O:8])[C:6]([C:9]2[CH:18]=[CH:17][C:16]3[C:11](=[CH:12][CH:13]=[CH:14][CH:15]=3)[CH:10]=2)=[C:5]([C:19]2[CH:24]=[CH:23][N:22]=[CH:21][CH:20]=2)[N:4]=1. The catalyst class is: 758.